The task is: Predict which catalyst facilitates the given reaction.. This data is from Catalyst prediction with 721,799 reactions and 888 catalyst types from USPTO. (1) Reactant: [Cl:1][C:2]1[CH:10]=[C:9]([Cl:11])[C:8]([I:12])=[CH:7][C:3]=1[C:4]([OH:6])=[O:5].[CH3:13][Si](C=[N+]=[N-])(C)C.C(O)(=O)C. Product: [CH3:13][O:5][C:4](=[O:6])[C:3]1[CH:7]=[C:8]([I:12])[C:9]([Cl:11])=[CH:10][C:2]=1[Cl:1]. The catalyst class is: 98. (2) Reactant: Br[C:2]1[CH:7]=[C:6]([O:8][C:9]([F:12])([F:11])[F:10])[CH:5]=[CH:4][C:3]=1[Cl:13].C([Li])(C)(C)C.[C:19]([O:23][C:24]([N:26]1[CH2:31][CH2:30][CH:29]([C:32](=[O:37])N(OC)C)[CH2:28][CH2:27]1)=[O:25])([CH3:22])([CH3:21])[CH3:20]. Product: [C:19]([O:23][C:24]([N:26]1[CH2:31][CH2:30][CH:29]([C:32]([C:2]2[CH:7]=[C:6]([O:8][C:9]([F:12])([F:11])[F:10])[CH:5]=[CH:4][C:3]=2[Cl:13])=[O:37])[CH2:28][CH2:27]1)=[O:25])([CH3:22])([CH3:21])[CH3:20]. The catalyst class is: 1. (3) Reactant: [C:1]([C:3]1([C:6]2[CH:7]=[C:8]([CH:36]=[CH:37][CH:38]=2)[C:9]([NH:11][C:12]2[CH:17]=[CH:16][CH:15]=[C:14]([O:18][C:19]3[CH:20]=[N:21][C:22]([NH:25][S:26]([C:29]4[CH:34]=[CH:33][C:32]([CH3:35])=[CH:31][CH:30]=4)(=[O:28])=[O:27])=[CH:23][CH:24]=3)[CH:13]=2)=[O:10])[CH2:5][CH2:4]1)#[N:2].C(N(CC)C(C)C)(C)C.I[CH2:49][C:50]([NH2:52])=[O:51]. Product: [NH2:52][C:50](=[O:51])[CH2:49][N:21]1[C:22](=[N:25][S:26]([C:29]2[CH:30]=[CH:31][C:32]([CH3:35])=[CH:33][CH:34]=2)(=[O:27])=[O:28])[CH:23]=[CH:24][C:19]([O:18][C:14]2[CH:13]=[C:12]([NH:11][C:9](=[O:10])[C:8]3[CH:36]=[CH:37][CH:38]=[C:6]([C:3]4([C:1]#[N:2])[CH2:5][CH2:4]4)[CH:7]=3)[CH:17]=[CH:16][CH:15]=2)=[CH:20]1. The catalyst class is: 9. (4) Reactant: [Cl:1][C:2]1[CH:3]=[C:4]([CH:41]=[CH:42][C:43]=1[C:44]#[N:45])[O:5][C@H:6]1[C:9]([CH3:11])([CH3:10])[C@H:8]([NH:12][C:13]([C:15]2[CH:38]=[CH:37][C:18]([O:19][CH2:20][CH2:21][CH2:22][CH2:23][CH2:24][O:25][CH2:26][CH2:27][CH2:28][NH:29]C(=O)OC(C)(C)C)=[CH:17][CH:16]=2)=[O:14])[C:7]1([CH3:40])[CH3:39].FC(F)(F)C(O)=O. Product: [NH2:29][CH2:28][CH2:27][CH2:26][O:25][CH2:24][CH2:23][CH2:22][CH2:21][CH2:20][O:19][C:18]1[CH:37]=[CH:38][C:15]([C:13]([NH:12][C@H:8]2[C:7]([CH3:40])([CH3:39])[C@H:6]([O:5][C:4]3[CH:41]=[CH:42][C:43]([C:44]#[N:45])=[C:2]([Cl:1])[CH:3]=3)[C:9]2([CH3:11])[CH3:10])=[O:14])=[CH:16][CH:17]=1. The catalyst class is: 2. (5) Reactant: [CH3:1][O:2][C:3]([O:31][CH3:32])([C:21]1[CH:26]=[CH:25][C:24]([C:27]([F:30])([F:29])[F:28])=[CH:23][CH:22]=1)[CH2:4][CH2:5][CH2:6][CH2:7][CH2:8][CH2:9]OS(C1C=CC(C)=CC=1)(=O)=O.[NH3:33]. Product: [CH3:1][O:2][C:3]([O:31][CH3:32])([C:21]1[CH:26]=[CH:25][C:24]([C:27]([F:30])([F:29])[F:28])=[CH:23][CH:22]=1)[CH2:4][CH2:5][CH2:6][CH2:7][CH2:8][CH2:9][NH2:33]. The catalyst class is: 5. (6) Reactant: [C:1]1([C:22]2[CH:27]=[CH:26][CH:25]=[CH:24][CH:23]=2)[CH:6]=[CH:5][C:4]([C:7]2[N:12]=[C:11]3[CH:13]=[C:14]([C:18]([OH:20])=[O:19])[N:15](CO)[C:10]3=[CH:9][C:8]=2[Cl:21])=[CH:3][CH:2]=1.C(N)CN. Product: [C:1]1([C:22]2[CH:23]=[CH:24][CH:25]=[CH:26][CH:27]=2)[CH:6]=[CH:5][C:4]([C:7]2[N:12]=[C:11]3[CH:13]=[C:14]([C:18]([OH:20])=[O:19])[NH:15][C:10]3=[CH:9][C:8]=2[Cl:21])=[CH:3][CH:2]=1. The catalyst class is: 3. (7) Reactant: CO.C(Cl)(Cl)Cl.[Cl:7][C:8]1[CH:17]=[C:16]2[C:11]([CH:12]=[CH:13][C:14](/[CH:18]=[CH:19]/[C:20]3[CH:40]=[CH:39][C:23]4[O:24][CH2:25][C:26]5[CH:38]=[CH:37][CH:36]=[CH:35][C:27]=5[CH:28]([S:29][CH2:30][CH2:31][C:32]([OH:34])=[O:33])[C:22]=4[CH:21]=3)=[N:15]2)=[CH:10][C:9]=1[F:41].[OH-].[Na+:43]. Product: [Cl:7][C:8]1[CH:17]=[C:16]2[C:11]([CH:12]=[CH:13][C:14](/[CH:18]=[CH:19]/[C:20]3[CH:40]=[CH:39][C:23]4[O:24][CH2:25][C:26]5[CH:38]=[CH:37][CH:36]=[CH:35][C:27]=5[CH:28]([S:29][CH2:30][CH2:31][C:32]([O-:34])=[O:33])[C:22]=4[CH:21]=3)=[N:15]2)=[CH:10][C:9]=1[F:41].[Na+:43]. The catalyst class is: 7. (8) Reactant: C1CCN2C(=NCCC2)CC1.[NH2:12][C:13]1[CH:18]=[CH:17][C:16]([OH:19])=[C:15]([F:20])[C:14]=1[F:21].[Cl:22][C:23]1[N:28]=[C:27](Cl)[CH:26]=[CH:25][N:24]=1. Product: [Cl:22][C:23]1[N:28]=[C:27]([O:19][C:16]2[CH:17]=[CH:18][C:13]([NH2:12])=[C:14]([F:21])[C:15]=2[F:20])[CH:26]=[CH:25][N:24]=1. The catalyst class is: 23.